Binary Classification. Given a miRNA mature sequence and a target amino acid sequence, predict their likelihood of interaction. From a dataset of Experimentally validated miRNA-target interactions with 360,000+ pairs, plus equal number of negative samples. The miRNA is hsa-miR-553 with sequence AAAACGGUGAGAUUUUGUUUU. The protein sequence of the target gene is MLASGLLLVALLACLTVMVLMSVWQQRKSRGKLPPGPTPLPFIGNYLQLNTEHICDSIMKFSECYGPVFTIHLGPRRVVVLCGHDAVREALVDQAEEFSGRGEQATFDWVFKGYGVAFSNGERAKQLLRFAIATLRDFGVGKRGIEERIQEESGFLIEAIRSTHGANIDPTFFLSRTVSNVISSIVFGDRFDYEDKEFLSLLSMMLGIFQFTSTSTGQLYEMFSSVMKHLPGPQQQAFKLLQGLEDFIAKKVEHNQRTLDPNSPQDFIDSFLIHMQEEEKNPNTEFYLKNLMMSTLNLFI.... Result: 0 (no interaction).